From a dataset of Full USPTO retrosynthesis dataset with 1.9M reactions from patents (1976-2016). Predict the reactants needed to synthesize the given product. (1) Given the product [CH2:21]([NH:27][CH2:1][C:3]1[CH:18]=[CH:17][C:6]([O:7][C:8]2[CH:16]=[CH:15][C:11]([C:12]([NH2:14])=[O:13])=[CH:10][N:9]=2)=[C:5]([O:19][CH3:20])[CH:4]=1)[CH2:22][CH2:23][CH2:24][CH2:25][CH3:26], predict the reactants needed to synthesize it. The reactants are: [CH:1]([C:3]1[CH:18]=[CH:17][C:6]([O:7][C:8]2[CH:16]=[CH:15][C:11]([C:12]([NH2:14])=[O:13])=[CH:10][N:9]=2)=[C:5]([O:19][CH3:20])[CH:4]=1)=O.[CH2:21]([NH2:27])[CH2:22][CH2:23][CH2:24][CH2:25][CH3:26]. (2) Given the product [Br:1][C:2]1[CH:7]=[CH:6][C:5]([C:8]2[N:10]([CH2:11][C@@H:12]3[CH2:16][CH2:15][N:14]([C:17]([O:19][C:20]([CH3:23])([CH3:22])[CH3:21])=[O:18])[CH2:13]3)[N:63]=[N:62][N:61]=2)=[CH:4][CH:3]=1, predict the reactants needed to synthesize it. The reactants are: [Br:1][C:2]1[CH:7]=[CH:6][C:5]([C:8]([NH:10][CH2:11][C@@H:12]2[CH2:16][CH2:15][N:14]([C:17]([O:19][C:20]([CH3:23])([CH3:22])[CH3:21])=[O:18])[CH2:13]2)=O)=[CH:4][CH:3]=1.C1C=CC(P(C2C=CC=CC=2)C2C=CC=CC=2)=CC=1.CC(OC(/N=N/C(OC(C)C)=O)=O)C.[Si]([N:61]=[N+:62]=[N-:63])(C)(C)C. (3) Given the product [C:52]([C:31]1[CH:32]=[CH:33][C:34]([O:37][CH2:38][C:39]2[O:43][N:42]=[C:41]([CH2:44][C:45]3[CH:50]=[CH:49][C:48]([C:19]([OH:21])=[O:20])=[CH:47][CH:46]=3)[N:40]=2)=[C:35]([CH3:36])[C:30]=1[OH:29])(=[O:54])[CH3:53], predict the reactants needed to synthesize it. The reactants are: C(C1C=CC(OCC2ON=C(CC3C=C(C=CC=3)[C:19]([OH:21])=[O:20])N=2)=C(C)C=1O)(=O)C.[OH:29][C:30]1[C:35]([CH3:36])=[C:34]([O:37][CH2:38][C:39]2[O:43][N:42]=[C:41]([CH2:44][C:45]3[CH:50]=[CH:49][C:48](I)=[CH:47][CH:46]=3)[N:40]=2)[CH:33]=[CH:32][C:31]=1[C:52](=[O:54])[CH3:53]. (4) The reactants are: [CH2:1]([N:8]([CH3:16])[C:9]1[CH:14]=[N:13][CH:12]=[C:11](Cl)[N:10]=1)[C:2]1[CH:7]=[CH:6][CH:5]=[CH:4][CH:3]=1.[CH3:17][O:18][C:19]1[CH:24]=[C:23](B2OC(C)(C)C(C)(C)O2)[CH:22]=[CH:21][C:20]=1[OH:34]. Given the product [CH2:1]([N:8]([CH3:16])[C:9]1[N:10]=[C:11]([C:23]2[CH:22]=[CH:21][C:20]([OH:34])=[C:19]([O:18][CH3:17])[CH:24]=2)[CH:12]=[N:13][CH:14]=1)[C:2]1[CH:7]=[CH:6][CH:5]=[CH:4][CH:3]=1, predict the reactants needed to synthesize it. (5) Given the product [F:28][CH:24]([F:29])[O:1][C:2]1[CH:7]=[CH:6][N:5]=[C:4]([O:8][C@H:9]2[CH2:14][N:13]([C:15]([O:17][C:18]([CH3:21])([CH3:20])[CH3:19])=[O:16])[C@H:12]([CH3:22])[CH2:11][CH2:10]2)[CH:3]=1, predict the reactants needed to synthesize it. The reactants are: [OH:1][C:2]1[CH:7]=[CH:6][N:5]=[C:4]([O:8][C@H:9]2[CH2:14][N:13]([C:15]([O:17][C:18]([CH3:21])([CH3:20])[CH3:19])=[O:16])[C@H:12]([CH3:22])[CH2:11][CH2:10]2)[CH:3]=1.Cl[C:24]([F:29])([F:28])C([O-])=O.[Na+].C(=O)([O-])[O-].[K+].[K+]. (6) Given the product [F:1][C:2]1[CH:11]=[C:10]2[C:5]([C:6](=[O:14])[N:7]([CH3:13])[C:8](=[O:12])[N:9]2[CH2:22][CH2:23][N:24]2[CH2:29][CH2:28][CH:27]([NH:30][C:31](=[O:32])[O:33][C:34]([CH3:37])([CH3:36])[CH3:35])[CH2:26][CH2:25]2)=[CH:4][CH:3]=1, predict the reactants needed to synthesize it. The reactants are: [F:1][C:2]1[CH:11]=[C:10]2[C:5]([C:6](=[O:14])[N:7]([CH3:13])[C:8](=[O:12])[NH:9]2)=[CH:4][CH:3]=1.[H-].[Na+].CS(O[CH2:22][CH2:23][N:24]1[CH2:29][CH2:28][CH:27]([NH:30][C:31]([O:33][C:34]([CH3:37])([CH3:36])[CH3:35])=[O:32])[CH2:26][CH2:25]1)(=O)=O.COC1C=C2C(C=CC(=O)N2CCN2CCC(NC(=O)OC(C)(C)C)CC2)=CC=1.